This data is from Full USPTO retrosynthesis dataset with 1.9M reactions from patents (1976-2016). The task is: Predict the reactants needed to synthesize the given product. (1) Given the product [CH3:38][O:39][C:40]1[CH:45]=[CH:44][CH:43]=[CH:42][C:41]=1[C:27]1[N:35]2[C:30]([CH:31]=[N:32][C:33]([S:36][CH3:37])=[N:34]2)=[CH:29][CH:28]=1, predict the reactants needed to synthesize it. The reactants are: C1(P(C2C=CC=CC=2)C2C=CC=CC=2)C=CC=CC=1.O1CCOCC1.Br[C:27]1[N:35]2[C:30]([CH:31]=[N:32][C:33]([S:36][CH3:37])=[N:34]2)=[CH:29][CH:28]=1.[CH3:38][O:39][C:40]1[CH:45]=[CH:44][CH:43]=[CH:42][C:41]=1B(O)O.CN(C)C=O.C(=O)([O-])[O-].[Na+].[Na+].O. (2) Given the product [CH3:1][S:2]([C:3]1[S:4][C:5]2[CH:11]=[C:10]([O:12][C:13]3[C:22]4[C:17](=[CH:18][CH:19]=[CH:20][CH:21]=4)[N:16]=[CH:15][CH:14]=3)[CH:9]=[CH:8][C:6]=2[N:7]=1)=[O:31], predict the reactants needed to synthesize it. The reactants are: [CH3:1][S:2][C:3]1[S:4][C:5]2[CH:11]=[C:10]([O:12][C:13]3[C:22]4[C:17](=[CH:18][CH:19]=[CH:20][CH:21]=4)[N:16]=[CH:15][CH:14]=3)[CH:9]=[CH:8][C:6]=2[N:7]=1.C1C=C(Cl)C=C(C(OO)=[O:31])C=1.S([O-])([O-])(=O)=S.[Na+].[Na+]. (3) Given the product [Si:1]([O:18][CH:19]1[C:29]2[C:24](=[N:25][CH:26]=[C:27]([Cl:30])[CH:28]=2)[CH:23]=[CH:22][C:21]2[CH:31]=[N:32][C:33]([CH:35]([OH:37])[CH3:36])=[CH:34][C:20]1=2)([C:14]([CH3:17])([CH3:16])[CH3:15])([C:2]1[CH:7]=[CH:6][CH:5]=[CH:4][CH:3]=1)[C:8]1[CH:13]=[CH:12][CH:11]=[CH:10][CH:9]=1, predict the reactants needed to synthesize it. The reactants are: [Si:1]([O:18][CH:19]1[C:29]2[C:24](=[N:25][CH:26]=[C:27]([Cl:30])[CH:28]=2)[CH:23]=[CH:22][C:21]2[CH:31]=[N:32][C:33]([C:35](=[O:37])[CH3:36])=[CH:34][C:20]1=2)([C:14]([CH3:17])([CH3:16])[CH3:15])([C:8]1[CH:13]=[CH:12][CH:11]=[CH:10][CH:9]=1)[C:2]1[CH:7]=[CH:6][CH:5]=[CH:4][CH:3]=1.[BH4-].[Na+].[NH4+].[Cl-]. (4) Given the product [Cl:1][C:2]1[C:3]([CH3:32])=[CH:4][C:5]2[N:9]=[C:8]([N:10]3[CH2:15][CH2:14][CH:13]([C:16]([NH:36][C@@H:37]4[C@@H:38]([OH:42])[CH2:39][O:40][CH2:41]4)=[O:17])[CH2:12][CH2:11]3)[N:7]([C:21]3[CH:26]=[CH:25][CH:24]=[C:23]([C:27]([F:30])([F:28])[F:29])[N:22]=3)[C:6]=2[CH:31]=1, predict the reactants needed to synthesize it. The reactants are: [Cl:1][C:2]1[C:3]([CH3:32])=[CH:4][C:5]2[N:9]=[C:8]([N:10]3[CH2:15][CH2:14][CH:13]([C:16](OCC)=[O:17])[CH2:12][CH2:11]3)[N:7]([C:21]3[CH:26]=[CH:25][CH:24]=[C:23]([C:27]([F:30])([F:29])[F:28])[N:22]=3)[C:6]=2[CH:31]=1.[OH-].[Na+].Cl.[NH2:36][C@H:37]1[CH2:41][O:40][CH2:39][C@@H:38]1[OH:42].C(N(CC)C(C)C)(C)C.F[P-](F)(F)(F)(F)F.N1(OC(N(C)C)=[N+](C)C)C2N=CC=CC=2N=N1.